From a dataset of Full USPTO retrosynthesis dataset with 1.9M reactions from patents (1976-2016). Predict the reactants needed to synthesize the given product. Given the product [CH2:1]([O:8][CH2:9][CH:10]1[CH2:14][CH2:13][S:12](=[O:16])(=[O:15])[N:11]1[C:37]1[C:32]([C@@H:28]2[CH2:27][N:26]([CH:24]=[O:25])[CH2:31][CH2:30][N:29]2[C:32]2[C:37]([CH:38]3[CH2:40][CH2:39]3)=[CH:36][C:35]([CH:41]3[CH2:42][CH2:43]3)=[CH:34][N:33]=2)=[N:33][CH:34]=[CH:35][CH:36]=1)[C:2]1[CH:3]=[CH:4][CH:5]=[CH:6][CH:7]=1, predict the reactants needed to synthesize it. The reactants are: [CH2:1]([O:8][CH2:9][C@@H:10]1[CH2:14][CH2:13][S:12](=[O:16])(=[O:15])[NH:11]1)[C:2]1[CH:7]=[CH:6][CH:5]=[CH:4][CH:3]=1.BrC1C=CC([C:24]([N:26]2[CH2:31][CH2:30][N:29]([C:32]3[C:37]([CH:38]4[CH2:40][CH2:39]4)=[CH:36][C:35]([CH:41]4[CH2:43][CH2:42]4)=[CH:34][N:33]=3)[CH2:28][CH2:27]2)=[O:25])=NC=1.